This data is from Forward reaction prediction with 1.9M reactions from USPTO patents (1976-2016). The task is: Predict the product of the given reaction. (1) Given the reactants Br[C:2]1[CH:7]=[N:6][CH:5]=[C:4]2[N:8]([C:11]3[CH:16]=[CH:15][C:14]([F:17])=[CH:13][CH:12]=3)[N:9]=[CH:10][C:3]=12.CC[N:20]([CH2:23][CH3:24])[CH2:21]C.[F:25][C:26]([F:36])([F:35])[C:27]1[CH:28]=C([CH:32]=[CH:33][CH:34]=1)CN.[C]=[O:38], predict the reaction product. The product is: [F:25][C:26]([F:36])([F:35])[C:27]1[CH:28]=[C:24]([CH:32]=[CH:33][CH:34]=1)[CH2:23][NH:20][C:21]([C:2]1[C:3]2[CH:10]=[N:9][N:8]([C:11]3[CH:16]=[CH:15][C:14]([F:17])=[CH:13][CH:12]=3)[C:4]=2[CH:5]=[N:6][CH:7]=1)=[O:38]. (2) The product is: [Cl:1][C:2]1[CH:3]=[C:4]2[C:9](=[CH:10][C:11]=1[O:12][C:13]1[CH:14]=[CH:15][C:16]([C:19](=[O:31])[NH:20][CH:21]3[CH2:22][CH:23]([C:25]4[CH:30]=[CH:29][CH:28]=[CH:27][CH:26]=4)[CH2:24]3)=[CH:17][CH:18]=1)[O:8][CH2:7][CH2:6][CH:5]2[C:32]([OH:34])=[O:33]. Given the reactants [Cl:1][C:2]1[CH:3]=[C:4]2[C:9](=[CH:10][C:11]=1[O:12][C:13]1[CH:18]=[CH:17][C:16]([C:19](=[O:31])[NH:20][CH:21]3[CH2:24][CH:23]([C:25]4[CH:30]=[CH:29][CH:28]=[CH:27][CH:26]=4)[CH2:22]3)=[CH:15][CH:14]=1)[O:8][CH2:7][CH2:6][CH:5]2[C:32]([O:34]CC)=[O:33].[OH-].[Na+], predict the reaction product. (3) Given the reactants Cl[C:2]1[N:7]=[CH:6][N:5]=[C:4]([NH2:8])[CH:3]=1.CO[C:11]1[N:16]=[CH:15][C:14](B(O)O)=[CH:13]N=1.[C:20]([O-])([O-])=O.[Na+].[Na+], predict the reaction product. The product is: [N:16]1[CH:11]=[CH:20][CH:13]=[C:14]([C:2]2[N:7]=[CH:6][N:5]=[C:4]([NH2:8])[CH:3]=2)[CH:15]=1. (4) Given the reactants [OH:1][CH2:2][C:3]1[CH:4]=[C:5]([CH2:11][CH:12]([O:18][CH:19]([CH3:21])[CH3:20])[C:13]([O:15]CC)=[O:14])[CH:6]=[CH:7][C:8]=1[O:9][CH3:10].[F:22][C:23]([F:34])([F:33])[C:24]1[CH:29]=[CH:28][CH:27]=[C:26]([N:30]=[C:31]=[O:32])[CH:25]=1, predict the reaction product. The product is: [CH:19]([O:18][CH:12]([CH2:11][C:5]1[CH:6]=[CH:7][C:8]([O:9][CH3:10])=[C:3]([CH2:2][O:1][C:31]([NH:30][C:26]2[CH:27]=[CH:28][CH:29]=[C:24]([C:23]([F:22])([F:33])[F:34])[CH:25]=2)=[O:32])[CH:4]=1)[C:13]([OH:15])=[O:14])([CH3:20])[CH3:21]. (5) Given the reactants [N+]([O-])([O-])=[O:2].C[C@H]1CO[C@@]2(O[C@H]3[C@@H](O)[C@H]4[C@@H]5CC[C@H]6C[C@@H](O[C@@H]7O[C@H](CO)[C@H](O[C@@H]8O[C@H](CO)C(O)[C@H](O[C@@H]9OC[C@@H](O)[C@H](O)[C@H]9O)[C@H]8O[C@@H]8O[C@H](CO)[C@H](O)[C@H](O[C@@H]9O[C@H](CO)[C@@H](O)[C@H](O)[C@H]9O)[C@H]8O)[C@H](O)[C@H]7O)[C@H](O)C[C@]6(C)[C@H]5CC[C@]4(C)[C@H]3[C@@H]2C)CC1.CC1C(CCC(O)=O)=C2NC=1C=C1N=C(C=C3C(C)=C(C=C)C(=CC4C(C)=C(CCC(O)=O)C(=C2)N=4)N3)C(C=C)=C1C.C(N(CC(O)=O)CC(O)=O)CN(CC(O)=O)CC(O)=O.S(S([O-])=O)([O-])=O.[Na+].[Na+].[N]=O.[CH2:162]=[CH:163][CH2:164][S:165](=[O:170])[S:166][CH2:167][CH:168]=[CH2:169].[OH2:171], predict the reaction product. The product is: [O:171]=[O:2].[CH2:162]=[CH:163][CH2:164][S:165](=[O:170])[S:166][CH2:167][CH:168]=[CH2:169]. (6) Given the reactants [CH3:1][O:2][C:3]1[CH:4]=[C:5]2[C:10](=[CH:11][C:12]=1[OH:13])[N:9]=[CH:8][CH:7]=[C:6]2[O:14][C:15]1[C:16]([CH3:25])=[N:17][C:18]2[C:23]([CH:24]=1)=[CH:22][CH:21]=[CH:20][CH:19]=2.Br[CH2:27][CH2:28][CH2:29][Cl:30].C(=O)([O-])[O-].[K+].[K+].O, predict the reaction product. The product is: [Cl:30][CH2:29][CH2:28][CH2:27][O:13][C:12]1[CH:11]=[C:10]2[C:5]([C:6]([O:14][C:15]3[C:16]([CH3:25])=[N:17][C:18]4[C:23]([CH:24]=3)=[CH:22][CH:21]=[CH:20][CH:19]=4)=[CH:7][CH:8]=[N:9]2)=[CH:4][C:3]=1[O:2][CH3:1].